Dataset: Peptide-MHC class II binding affinity with 134,281 pairs from IEDB. Task: Regression. Given a peptide amino acid sequence and an MHC pseudo amino acid sequence, predict their binding affinity value. This is MHC class II binding data. The peptide sequence is GELQIVDKIEAAFKI. The MHC is DRB1_0701 with pseudo-sequence DRB1_0701. The binding affinity (normalized) is 0.532.